Dataset: Peptide-MHC class I binding affinity with 185,985 pairs from IEDB/IMGT. Task: Regression. Given a peptide amino acid sequence and an MHC pseudo amino acid sequence, predict their binding affinity value. This is MHC class I binding data. (1) The peptide sequence is YNFSLGAAVK. The MHC is H-2-Kb with pseudo-sequence H-2-Kb. The binding affinity (normalized) is 0.413. (2) The peptide sequence is IVTMFEALPH. The MHC is HLA-A03:01 with pseudo-sequence HLA-A03:01. The binding affinity (normalized) is 0.0162. (3) The peptide sequence is KSLFNTVAVLY. The MHC is HLA-A30:01 with pseudo-sequence HLA-A30:01. The binding affinity (normalized) is 0.0847. (4) The peptide sequence is RRMATTFTF. The MHC is HLA-A68:02 with pseudo-sequence HLA-A68:02. The binding affinity (normalized) is 0.0847. (5) The peptide sequence is ARWLFPVYL. The MHC is HLA-B18:01 with pseudo-sequence HLA-B18:01. The binding affinity (normalized) is 0.0847. (6) The peptide sequence is EEFGSKSG. The MHC is Mamu-B03 with pseudo-sequence Mamu-B03. The binding affinity (normalized) is 0. (7) The peptide sequence is LRPVIHCRA. The MHC is Mamu-B03 with pseudo-sequence Mamu-B03. The binding affinity (normalized) is 0.134.